From a dataset of Peptide-MHC class I binding affinity with 185,985 pairs from IEDB/IMGT. Regression. Given a peptide amino acid sequence and an MHC pseudo amino acid sequence, predict their binding affinity value. This is MHC class I binding data. The peptide sequence is GILIYDDNI. The MHC is HLA-A02:06 with pseudo-sequence HLA-A02:06. The binding affinity (normalized) is 0.123.